Regression. Given two drug SMILES strings and cell line genomic features, predict the synergy score measuring deviation from expected non-interaction effect. From a dataset of NCI-60 drug combinations with 297,098 pairs across 59 cell lines. (1) Drug 1: CC1C(C(CC(O1)OC2CC(CC3=C2C(=C4C(=C3O)C(=O)C5=C(C4=O)C(=CC=C5)OC)O)(C(=O)C)O)N)O.Cl. Drug 2: CC1CCCC2(C(O2)CC(NC(=O)CC(C(C(=O)C(C1O)C)(C)C)O)C(=CC3=CSC(=N3)C)C)C. Cell line: A498. Synergy scores: CSS=10.8, Synergy_ZIP=-4.35, Synergy_Bliss=-2.62, Synergy_Loewe=-5.32, Synergy_HSA=-3.23. (2) Drug 1: C1C(C(OC1N2C=C(C(=O)NC2=O)F)CO)O. Drug 2: CC1C(C(CC(O1)OC2CC(CC3=C2C(=C4C(=C3O)C(=O)C5=CC=CC=C5C4=O)O)(C(=O)C)O)N)O. Cell line: IGROV1. Synergy scores: CSS=49.5, Synergy_ZIP=-7.13, Synergy_Bliss=-7.73, Synergy_Loewe=-7.22, Synergy_HSA=-2.18.